Task: Predict the reaction yield, written as a fraction of the theoretical maximum amount of product (1.0 means a 100% yield; for example, 0.34 means a 34% yield).. Dataset: Reaction yield outcomes from USPTO patents with 853,638 reactions (1) The catalyst is C(O)C. The reactants are [P:1]([OH:24])([OH:23])([O:3][C:4]1[CH:9]=[CH:8][C:7]([C:10]2[O:11][C:12]3[C:18]([CH:19]=[CH2:20])=[CH:17][C:16]([OH:21])=[CH:15][C:13]=3[N:14]=2)=[CH:6][C:5]=1[F:22])=[O:2].[OH-].[K+:26].O. The product is [P:1]([O-:24])([O-:23])([O:3][C:4]1[CH:9]=[CH:8][C:7]([C:10]2[O:11][C:12]3[C:18]([CH:19]=[CH2:20])=[CH:17][C:16]([OH:21])=[CH:15][C:13]=3[N:14]=2)=[CH:6][C:5]=1[F:22])=[O:2].[K+:26].[K+:26]. The yield is 0.990. (2) The reactants are [O:1]1[CH:5]=[CH:4][CH:3]=[C:2]1[C:6]1[N:7]=[C:8]([NH:17][C:18]([C:20]2[CH:25]=[CH:24][N:23]=[CH:22][CH:21]=2)=[O:19])[S:9][C:10]=1[C:11](=[O:16])N(OC)C.[CH3:26][Mg]Br.[Cl-].[NH4+]. The catalyst is C1COCC1. The product is [C:11]([C:10]1[S:9][C:8]([NH:17][C:18]([C:20]2[CH:21]=[CH:22][N:23]=[CH:24][CH:25]=2)=[O:19])=[N:7][C:6]=1[C:2]1[O:1][CH:5]=[CH:4][CH:3]=1)(=[O:16])[CH3:26]. The yield is 0.690. (3) No catalyst specified. The product is [F:18][C:19]([F:30])([F:29])[C:20]1[N:12]=[C:11]2[N:2]([C:3](=[O:17])[NH:4][C:5]3[CH:6]=[CH:7][C:8]([C:13]([F:14])([F:16])[F:15])=[CH:9][C:10]=32)[N:1]=1. The yield is 0.910. The reactants are [NH2:1][N:2]1[C:11](=[NH:12])[C:10]2[C:5](=[CH:6][CH:7]=[C:8]([C:13]([F:16])([F:15])[F:14])[CH:9]=2)[NH:4][C:3]1=[O:17].[F:18][C:19]([F:30])([F:29])[C:20](O[C:20](=O)[C:19]([F:30])([F:29])[F:18])=O.